From a dataset of Full USPTO retrosynthesis dataset with 1.9M reactions from patents (1976-2016). Predict the reactants needed to synthesize the given product. (1) Given the product [CH:51]1([C:49]2[N:48]([C:54]([O:56][C:57]([CH3:59])([CH3:58])[CH3:60])=[O:55])[N:47]=[C:46]([NH:45][C:29]3[CH:30]=[CH:31][CH:32]=[C:33]([NH:35][C@H:36]([C:38]4[CH:43]=[CH:42][C:41]([F:44])=[CH:40][CH:39]=4)[CH3:37])[N:34]=3)[CH:50]=2)[CH2:52][CH2:53]1, predict the reactants needed to synthesize it. The reactants are: C1(C2C=CC=CC=2)C=CC=CC=1C(P(C)C)P(C)C.CC(C)([O-])C.[Na+].N#N.Cl[C:29]1[N:34]=[C:33]([NH:35][C@H:36]([C:38]2[CH:43]=[CH:42][C:41]([F:44])=[CH:40][CH:39]=2)[CH3:37])[CH:32]=[CH:31][CH:30]=1.[NH2:45][C:46]1[CH:50]=[C:49]([CH:51]2[CH2:53][CH2:52]2)[N:48]([C:54]([O:56][C:57]([CH3:60])([CH3:59])[CH3:58])=[O:55])[N:47]=1. (2) Given the product [OH:47][CH:46]([C:45]1[CH:44]=[N:43][C:42]([C:41]([F:51])([F:40])[F:50])=[CH:49][CH:48]=1)[C:11]1[C:6]2[C:5](=[O:20])[N:4]([CH2:21][CH2:22][CH2:23][O:24][CH:25]3[CH2:30][CH2:29][CH2:28][CH2:27][O:26]3)[C:3](=[O:31])[N:2]([CH3:1])[C:7]=2[N:8]=[CH:9][C:10]=1[O:12][C:13]1[CH:14]=[N:15][CH:16]=[C:17]([CH3:19])[CH:18]=1, predict the reactants needed to synthesize it. The reactants are: [CH3:1][N:2]1[C:7]2[N:8]=[CH:9][C:10]([O:12][C:13]3[CH:14]=[N:15][CH:16]=[C:17]([CH3:19])[CH:18]=3)=[CH:11][C:6]=2[C:5](=[O:20])[N:4]([CH2:21][CH2:22][CH2:23][O:24][CH:25]2[CH2:30][CH2:29][CH2:28][CH2:27][O:26]2)[C:3]1=[O:31].[Li+].CC([N-]C(C)C)C.[F:40][C:41]([F:51])([F:50])[C:42]1[CH:49]=[CH:48][C:45]([CH:46]=[O:47])=[CH:44][N:43]=1. (3) Given the product [CH:1]1([C:4]2[CH:5]=[C:6]([NH2:7])[NH:11][N:10]=2)[CH2:3][CH2:2]1, predict the reactants needed to synthesize it. The reactants are: [CH:1]1([C:4](=O)[CH2:5][C:6]#[N:7])[CH2:3][CH2:2]1.O.[NH2:10][NH2:11]. (4) Given the product [Si:1]([O:8][CH2:9][C:10]12[CH2:29][CH:14]1[C:13](=[O:17])[N:12]([CH2:18][C:19]1[CH:24]=[CH:23][C:22]([O:25][CH3:26])=[CH:21][C:20]=1[O:27][CH3:28])[CH2:11]2)([C:4]([CH3:7])([CH3:6])[CH3:5])([CH3:3])[CH3:2], predict the reactants needed to synthesize it. The reactants are: [Si:1]([O:8][CH2:9][C:10](=[CH2:29])[CH2:11][N:12]([CH2:18][C:19]1[CH:24]=[CH:23][C:22]([O:25][CH3:26])=[CH:21][C:20]=1[O:27][CH3:28])[C:13](=[O:17])[CH:14]=[N+]=[N-])([C:4]([CH3:7])([CH3:6])[CH3:5])([CH3:3])[CH3:2]. (5) Given the product [C:8]1([C:14]2[CH:26]=[CH:25][C:17]([C:18]([OH:20])=[O:19])=[C:16]([NH:27][C:28](=[O:40])[C:29]3[CH:34]=[CH:33][CH:32]=[C:31]([N:35]4[CH:39]=[N:38][N:37]=[N:36]4)[CH:30]=3)[CH:15]=2)[CH:13]=[CH:12][CH:11]=[CH:10][CH:9]=1, predict the reactants needed to synthesize it. The reactants are: FC(F)(F)C(O)=O.[C:8]1([C:14]2[CH:26]=[CH:25][C:17]([C:18]([O:20]C(C)(C)C)=[O:19])=[C:16]([NH:27][C:28](=[O:40])[C:29]3[CH:34]=[CH:33][CH:32]=[C:31]([N:35]4[CH:39]=[N:38][N:37]=[N:36]4)[CH:30]=3)[CH:15]=2)[CH:13]=[CH:12][CH:11]=[CH:10][CH:9]=1. (6) Given the product [F:1][C:2]1[CH:3]=[C:4]([CH:29]=[C:30]([N:32]2[CH2:37][CH2:36][CH2:35][CH2:34][CH2:33]2)[CH:31]=1)[C:5]([NH:7][C:8]1[C:17]2[C:12](=[CH:13][CH:14]=[CH:15][CH:16]=2)[C:11]([O:18][C:19]2[CH:24]=[CH:23][N:22]=[C:21]([N:38]3[CH2:43][CH2:42][CH2:41][CH2:40][CH2:39]3)[N:20]=2)=[CH:10][CH:9]=1)=[O:6], predict the reactants needed to synthesize it. The reactants are: [F:1][C:2]1[CH:3]=[C:4]([CH:29]=[C:30]([N:32]2[CH2:37][CH2:36][CH2:35][CH2:34][CH2:33]2)[CH:31]=1)[C:5]([NH:7][C:8]1[C:17]2[C:12](=[CH:13][CH:14]=[CH:15][CH:16]=2)[C:11]([O:18][C:19]2[CH:24]=[CH:23][N:22]=[C:21](S(C)(=O)=O)[N:20]=2)=[CH:10][CH:9]=1)=[O:6].[NH:38]1[CH2:43][CH2:42][CH2:41][CH2:40][CH2:39]1. (7) The reactants are: [N:1]1[CH:6]=[CH:5][CH:4]=[CH:3][C:2]=1[CH:7]=[N:8][C@@H:9]1[CH2:14][CH2:13][CH2:12][CH2:11][C@H:10]1[N:15]=[CH:16][C:17]1[CH:22]=[CH:21][CH:20]=[CH:19][N:18]=1.[Pd:23]([Cl:25])[Cl:24].CC#N. Given the product [Pd:23]([Cl:25])[Cl:24].[N:1]1[CH:6]=[CH:5][CH:4]=[CH:3][C:2]=1[CH:7]=[N:8][C@@H:9]1[CH2:14][CH2:13][CH2:12][CH2:11][C@H:10]1[N:15]=[CH:16][C:17]1[CH:22]=[CH:21][CH:20]=[CH:19][N:18]=1, predict the reactants needed to synthesize it.